Dataset: NCI-60 drug combinations with 297,098 pairs across 59 cell lines. Task: Regression. Given two drug SMILES strings and cell line genomic features, predict the synergy score measuring deviation from expected non-interaction effect. (1) Drug 1: CCC1=CC2CC(C3=C(CN(C2)C1)C4=CC=CC=C4N3)(C5=C(C=C6C(=C5)C78CCN9C7C(C=CC9)(C(C(C8N6C)(C(=O)OC)O)OC(=O)C)CC)OC)C(=O)OC.C(C(C(=O)O)O)(C(=O)O)O. Drug 2: CC1=C(C(CCC1)(C)C)C=CC(=CC=CC(=CC(=O)O)C)C. Cell line: MDA-MB-435. Synergy scores: CSS=56.7, Synergy_ZIP=2.60, Synergy_Bliss=2.95, Synergy_Loewe=-23.1, Synergy_HSA=2.86. (2) Drug 1: CC1=CC=C(C=C1)C2=CC(=NN2C3=CC=C(C=C3)S(=O)(=O)N)C(F)(F)F. Drug 2: C1CC(=O)NC(=O)C1N2C(=O)C3=CC=CC=C3C2=O. Cell line: EKVX. Synergy scores: CSS=-3.31, Synergy_ZIP=1.86, Synergy_Bliss=0.356, Synergy_Loewe=-1.54, Synergy_HSA=-2.91. (3) Drug 1: CC1=C(C=C(C=C1)C(=O)NC2=CC(=CC(=C2)C(F)(F)F)N3C=C(N=C3)C)NC4=NC=CC(=N4)C5=CN=CC=C5. Drug 2: C1=CN(C=N1)CC(O)(P(=O)(O)O)P(=O)(O)O. Cell line: LOX IMVI. Synergy scores: CSS=-6.85, Synergy_ZIP=3.92, Synergy_Bliss=2.43, Synergy_Loewe=-4.85, Synergy_HSA=-4.24.